Task: Predict the reactants needed to synthesize the given product.. Dataset: Full USPTO retrosynthesis dataset with 1.9M reactions from patents (1976-2016) (1) Given the product [NH2:24][C@H:17]([C:18]1[CH:19]=[CH:20][CH:21]=[CH:22][CH:23]=1)[CH2:16][N:2]([CH3:1])[S:3]([C:6]1[CH:11]=[CH:10][CH:9]=[CH:8][C:7]=1[N+:12]([O-:14])=[O:13])(=[O:4])=[O:5], predict the reactants needed to synthesize it. The reactants are: [CH3:1][NH:2][S:3]([C:6]1[CH:11]=[CH:10][CH:9]=[CH:8][C:7]=1[N+:12]([O-:14])=[O:13])(=[O:5])=[O:4].O[CH2:16][C@H:17]([NH:24]C(=O)OC(C)(C)C)[C:18]1[CH:23]=[CH:22][CH:21]=[CH:20][CH:19]=1.C1(P(C2C=CC=CC=2)C2C=CC=CC=2)C=CC=CC=1.N(C(OCC)=O)=NC(OCC)=O. (2) Given the product [F:21][C:16]1[CH:15]=[C:14]([CH:19]=[C:18]([F:20])[CH:17]=1)[CH2:13][CH:11]1[CH2:12][NH:8][CH2:9][CH:10]1[CH2:22][N:23]([C:24]([CH:26]1[C:35]2[C:30](=[CH:31][CH:32]=[CH:33][CH:34]=2)[NH:29][C:28](=[O:36])[CH2:27]1)=[O:25])[CH2:37][CH2:38][CH2:39][C:40]([OH:42])=[O:41], predict the reactants needed to synthesize it. The reactants are: C(OC([N:8]1[CH2:12][CH:11]([CH2:13][C:14]2[CH:19]=[C:18]([F:20])[CH:17]=[C:16]([F:21])[CH:15]=2)[CH:10]([CH2:22][N:23]([CH2:37][CH2:38][CH2:39][C:40]([O:42]C(C)(C)C)=[O:41])[C:24]([CH:26]2[C:35]3[C:30](=[CH:31][CH:32]=[CH:33][CH:34]=3)[NH:29][C:28](=[O:36])[CH2:27]2)=[O:25])[CH2:9]1)=O)(C)(C)C.Cl. (3) Given the product [CH2:24]([C:21]1[CH:22]=[CH:23][C:18]([N:14]2[C:15]3[CH2:16][CH2:17][C:9]4[CH:8]=[C:7]([CH:31]=[CH2:32])[CH:28]=[CH:27][C:10]=4[C:11]=3[CH:12]=[N:13]2)=[CH:19][CH:20]=1)[CH2:25][CH3:26], predict the reactants needed to synthesize it. The reactants are: FC(F)(F)S(O[C:7]1[CH:28]=[CH:27][C:10]2[C:11]3[CH:12]=[N:13][N:14]([C:18]4[CH:23]=[CH:22][C:21]([CH2:24][CH2:25][CH3:26])=[CH:20][CH:19]=4)[C:15]=3[CH2:16][CH2:17][C:9]=2[CH:8]=1)(=O)=O.[CH2:31]([Sn](CCCC)(CCCC)C=C)[CH2:32]CC.[Cl-].[Li+].